Task: Predict the product of the given reaction.. Dataset: Forward reaction prediction with 1.9M reactions from USPTO patents (1976-2016) (1) The product is: [C:14]1([S:20]([O:1][C:2]2[CH:13]=[CH:12][C:5]3[S:6][CH:7]=[C:8]([C:9]([OH:11])=[O:10])[C:4]=3[CH:3]=2)(=[O:22])=[O:21])[CH:19]=[CH:18][CH:17]=[CH:16][CH:15]=1. Given the reactants [OH:1][C:2]1[CH:13]=[CH:12][C:5]2[S:6][CH:7]=[C:8]([C:9]([OH:11])=[O:10])[C:4]=2[CH:3]=1.[C:14]1([S:20](Cl)(=[O:22])=[O:21])[CH:19]=[CH:18][CH:17]=[CH:16][CH:15]=1, predict the reaction product. (2) Given the reactants [CH:1]([N:3]1[CH2:8][CH2:7][CH:6]([CH2:9][O:10][C:11]2[CH:16]=[CH:15][C:14]([N+:17]([O-:19])=[O:18])=[CH:13][C:12]=2[O:20][CH3:21])[CH2:5][CH2:4]1)=O.B.CO.ClCCl, predict the reaction product. The product is: [CH3:1][N:3]1[CH2:4][CH2:5][CH:6]([CH2:9][O:10][C:11]2[CH:16]=[CH:15][C:14]([N+:17]([O-:19])=[O:18])=[CH:13][C:12]=2[O:20][CH3:21])[CH2:7][CH2:8]1. (3) Given the reactants [CH3:1][O:2][C:3]1[CH:12]=[C:11]2[C:6]([C:7]([CH2:24][C:25]3[CH:30]=[CH:29][C:28]([O:31][C:32](=[O:37])[C:33]([CH3:36])([CH3:35])[CH3:34])=[CH:27][CH:26]=3)=[C:8]([C:14]3[CH:19]=[CH:18][C:17]([C:20]([F:23])([F:22])[F:21])=[CH:16][CH:15]=3)[C:9](=[O:13])[O:10]2)=[CH:5][CH:4]=1.[Br:38]Br.O, predict the reaction product. The product is: [Br:38][C:4]1[CH:5]=[C:6]2[C:11](=[CH:12][C:3]=1[O:2][CH3:1])[O:10][C:9](=[O:13])[C:8]([C:14]1[CH:15]=[CH:16][C:17]([C:20]([F:22])([F:23])[F:21])=[CH:18][CH:19]=1)=[C:7]2[CH2:24][C:25]1[CH:26]=[CH:27][C:28]([O:31][C:32](=[O:37])[C:33]([CH3:34])([CH3:36])[CH3:35])=[CH:29][CH:30]=1. (4) Given the reactants [CH3:1][NH:2][C@H:3]1[CH2:8][CH2:7][C@H:6]([CH2:9][CH2:10][CH2:11][CH2:12][CH2:13]OS(C)(=O)=O)[CH2:5][CH2:4]1.FC(F)(F)C(O)=O.Cl[C:27]([O:29][C:30]1[CH:35]=[C:34]([F:36])[CH:33]=[C:32]([F:37])[CH:31]=1)=[O:28].[CH2:38]([NH:41][CH3:42])[CH:39]=[CH2:40], predict the reaction product. The product is: [F:37][C:32]1[CH:31]=[C:30]([O:29][C:27](=[O:28])[N:2]([C@H:3]2[CH2:4][CH2:5][C@H:6]([CH2:9][CH2:10][CH2:11][CH2:12][CH2:13][N:41]([CH2:38][CH:39]=[CH2:40])[CH3:42])[CH2:7][CH2:8]2)[CH3:1])[CH:35]=[C:34]([F:36])[CH:33]=1. (5) Given the reactants [Cl:1][C:2]1[S:6][C:5]([S:7]([N:10]([CH2:16][CH3:17])[C:11](=[CH2:15])[C:12]([OH:14])=O)(=[O:9])=[O:8])=[CH:4][CH:3]=1.CCOC(OC(OCC)=O)=O.[N:29]1([C:34]2[CH:39]=[C:38]([CH2:40][NH2:41])[CH:37]=[C:36]([C:42]3[CH:47]=[CH:46][C:45]([C:48]([F:51])([F:50])[F:49])=[CH:44][CH:43]=3)[N:35]=2)[CH2:33][CH2:32][CH2:31][CH2:30]1, predict the reaction product. The product is: [Cl:1][C:2]1[S:6][C:5]([S:7]([N:10]([CH2:16][CH3:17])[C:11](=[CH2:15])[C:12]([NH:41][CH2:40][C:38]2[CH:37]=[C:36]([C:42]3[CH:43]=[CH:44][C:45]([C:48]([F:51])([F:49])[F:50])=[CH:46][CH:47]=3)[N:35]=[C:34]([N:29]3[CH2:30][CH2:31][CH2:32][CH2:33]3)[CH:39]=2)=[O:14])(=[O:8])=[O:9])=[CH:4][CH:3]=1. (6) Given the reactants [CH2:1]([NH2:4])[CH2:2][CH3:3].C(N(CC)CC)C.Cl[C:13]([O:15][CH2:16][C:17]1[CH:22]=[CH:21][CH:20]=[CH:19][CH:18]=1)=[O:14], predict the reaction product. The product is: [CH2:1]([NH:4][C:13](=[O:14])[O:15][CH2:16][C:17]1[CH:22]=[CH:21][CH:20]=[CH:19][CH:18]=1)[CH2:2][CH3:3].